This data is from Full USPTO retrosynthesis dataset with 1.9M reactions from patents (1976-2016). The task is: Predict the reactants needed to synthesize the given product. (1) The reactants are: CN(C)[CH:3]=[O:4].P(Cl)(Cl)(Cl)=O.[CH3:11][O:12][CH2:13][C:14]([N:17]1[C:25]2[C:20](=[CH:21][CH:22]=[CH:23][CH:24]=2)[CH:19]=[C:18]1[CH3:26])([CH3:16])[CH3:15]. Given the product [CH3:11][O:12][CH2:13][C:14]([N:17]1[C:25]2[C:20](=[CH:21][CH:22]=[CH:23][CH:24]=2)[C:19]([CH:3]=[O:4])=[C:18]1[CH3:26])([CH3:16])[CH3:15], predict the reactants needed to synthesize it. (2) Given the product [F:12][C:4]([F:13])([CH2:16][CH:15]=[CH2:14])[C:5]([N:7]1[CH2:11][CH2:10][CH2:9][CH2:8]1)=[O:6], predict the reactants needed to synthesize it. The reactants are: N#N.Br[C:4]([F:13])([F:12])[C:5]([N:7]1[CH2:11][CH2:10][CH2:9][CH2:8]1)=[O:6].[CH2:14]([Sn](CCCC)(CCCC)CCCC)[CH:15]=[CH2:16].CC(N=NC(C#N)(C)C)(C#N)C. (3) Given the product [C:41]([NH:44][C:14]1[C:13]2[C:8](=[CH:9][CH:10]=[C:11]([C:21]3[CH:20]=[CH:19][C:18]4[O:17][CH2:16][O:24][C:23]=4[CH:22]=3)[CH:12]=2)[N:7]([CH2:29][CH2:30][CH2:31][CH2:32][CH2:33][O:34][C:35]2[CH:40]=[CH:39][CH:38]=[CH:37][CH:36]=2)[C:6]=1[C:4]([OH:3])=[O:5])(=[O:43])[CH3:42], predict the reactants needed to synthesize it. The reactants are: C([O:3][C:4]([C:6]1[NH:7][C:8]2[C:13]([CH:14]=1)=[CH:12][C:11](Br)=[CH:10][CH:9]=2)=[O:5])C.[CH2:16]1[O:24][C:23]2[CH:22]=[CH:21][C:20](B(O)O)=[CH:19][C:18]=2[O:17]1.Br[CH2:29][CH2:30][CH2:31][CH2:32][CH2:33][O:34][C:35]1[CH:40]=[CH:39][CH:38]=[CH:37][CH:36]=1.[C:41]([NH2:44])(=[O:43])[CH3:42]. (4) Given the product [Cl:1][C:2]1[C:7]([C:8]2[CH:13]=[CH:12][N:11]=[CH:10][C:9]=2[N:14]([CH3:15])[C:29](=[O:30])[C:28]2[CH:27]=[C:26]([C:25]([F:40])([F:39])[F:24])[CH:34]=[C:33]([C:35]([F:38])([F:37])[F:36])[CH:32]=2)=[CH:6][C:5]([F:16])=[CH:4][N:3]=1, predict the reactants needed to synthesize it. The reactants are: [Cl:1][C:2]1[C:7]([C:8]2[CH:13]=[CH:12][N:11]=[CH:10][C:9]=2[NH:14][CH3:15])=[CH:6][C:5]([F:16])=[CH:4][N:3]=1.CCN(CC)CC.[F:24][C:25]([F:40])([F:39])[C:26]1[CH:27]=[C:28]([CH:32]=[C:33]([C:35]([F:38])([F:37])[F:36])[CH:34]=1)[C:29](Cl)=[O:30]. (5) Given the product [Cl:20]/[C:15](/[C:12]1[CH:13]=[CH:14][C:9]([O:8][C:7]([F:19])([F:18])[F:6])=[CH:10][CH:11]=1)=[CH:16]/[C:31]#[N:29], predict the reactants needed to synthesize it. The reactants are: P(Cl)(Cl)(Cl)=O.[F:6][C:7]([F:19])([F:18])[O:8][C:9]1[CH:14]=[CH:13][C:12]([C:15](=O)[CH3:16])=[CH:11][CH:10]=1.[ClH:20].NO.C([O-])(O)=O.[Na+].C[N:29]([CH:31]=O)C. (6) Given the product [Cl:8][C:9]1[CH:10]=[C:11]([CH:12]2[CH2:4][O:13]2)[CH:14]=[C:15]([Cl:17])[CH:16]=1, predict the reactants needed to synthesize it. The reactants are: [H-].[Na+].[I-].[CH3:4][S+](C)C.[Cl:8][C:9]1[CH:10]=[C:11]([CH:14]=[C:15]([Cl:17])[CH:16]=1)[CH:12]=[O:13]. (7) Given the product [CH3:1][N:2]1[CH:6]=[C:5]2[C:4]([C:24](=[O:31])[NH:25][CH2:26][CH2:27][CH:28]=[CH:29][CH2:22][CH2:21][N:19]3[CH:20]=[C:16]([C:12]4[N:11]=[C:10]([C:8](=[O:9])[NH:7]2)[CH:15]=[CH:14][CH:13]=4)[CH:17]=[N:18]3)=[N:3]1, predict the reactants needed to synthesize it. The reactants are: [CH3:1][N:2]1[CH:6]=[C:5]([NH:7][C:8]([C:10]2[CH:15]=[CH:14][CH:13]=[C:12]([C:16]3[CH:17]=[N:18][N:19]([CH2:21][CH:22]=C)[CH:20]=3)[N:11]=2)=[O:9])[C:4]([C:24](=[O:31])[NH:25][CH2:26][CH2:27][CH2:28][CH:29]=C)=[N:3]1.C(NC(C1C(NC(C2C=CC=C(C3C=NN(CCC=C)C=3)N=2)=O)=CN(C)N=1)=O)CC=C. (8) Given the product [OH:8][C:4]1[CH:3]=[C:2]([NH:1][C:14](=[O:13])[CH2:15][C:16]2[CH:17]=[CH:18][C:19]([N+:22]([O-:24])=[O:23])=[CH:20][CH:21]=2)[CH:7]=[CH:6][CH:5]=1, predict the reactants needed to synthesize it. The reactants are: [NH2:1][C:2]1[CH:3]=[C:4]([OH:8])[CH:5]=[CH:6][CH:7]=1.CC(C)(C)C([O:13][C:14](=O)[CH2:15][C:16]1[CH:21]=[CH:20][C:19]([N+:22]([O-:24])=[O:23])=[CH:18][CH:17]=1)=O.N1C=CC=CC=1. (9) Given the product [F:37][C:38]([F:49])([F:48])[C:39]([O:29][C:26]1[C:27]2[CH2:28][C@H:19]([O:18][Si:1]([C:14]([CH3:16])([CH3:17])[CH3:15])([C:8]3[CH:13]=[CH:12][CH:11]=[CH:10][CH:9]=3)[C:2]3[CH:7]=[CH:6][CH:5]=[CH:4][CH:3]=3)[CH2:20][CH2:21][C:22]=2[CH:23]=[CH:24][CH:25]=1)=[O:40], predict the reactants needed to synthesize it. The reactants are: [Si:1]([O:18][C@H:19]1[CH2:28][C:27]2[C:26]([OH:29])=[CH:25][CH:24]=[CH:23][C:22]=2[CH2:21][CH2:20]1)([C:14]([CH3:17])([CH3:16])[CH3:15])([C:8]1[CH:13]=[CH:12][CH:11]=[CH:10][CH:9]=1)[C:2]1[CH:7]=[CH:6][CH:5]=[CH:4][CH:3]=1.C(N(CC)CC)C.[F:37][C:38]([F:49])([F:48])[C:39](O[C:39](=[O:40])[C:38]([F:49])([F:48])[F:37])=[O:40].[NH4+].[OH-]. (10) Given the product [CH3:33][N:34]([CH3:35])[C:17]([C:15]1[N:16]=[C:12]([C@H:8]([CH2:9][CH:10]=[CH2:11])[CH2:7][C:6]([O:5][C:1]([CH3:4])([CH3:3])[CH3:2])=[O:20])[O:13][CH:14]=1)=[O:18], predict the reactants needed to synthesize it. The reactants are: [C:1]([O:5][C:6](=[O:20])[CH2:7][C@H:8]([C:12]1[O:13][CH:14]=[C:15]([C:17](O)=[O:18])[N:16]=1)[CH2:9][CH:10]=[CH2:11])([CH3:4])([CH3:3])[CH3:2].O.ON1C2C=CC=CC=2N=N1.Cl.[CH3:33][NH:34][CH3:35].C(N(CC)C(C)C)(C)C.Cl.CN(C)CCCN=C=NCC.